From a dataset of Full USPTO retrosynthesis dataset with 1.9M reactions from patents (1976-2016). Predict the reactants needed to synthesize the given product. Given the product [CH:22]1([C:18]2[C:16]3[N:17]=[C:12]([NH:6][CH2:5][C:4]4[CH:7]=[CH:8][C:9]([Cl:10])=[C:2]([Cl:1])[CH:3]=4)[NH:13][C:14](=[O:27])[C:15]=3[N:20]([CH3:21])[N:19]=2)[CH2:23][CH2:24][CH2:25][CH2:26]1, predict the reactants needed to synthesize it. The reactants are: [Cl:1][C:2]1[CH:3]=[C:4]([CH:7]=[CH:8][C:9]=1[Cl:10])[CH2:5][NH2:6].Cl[C:12]1[NH:13][C:14](=[O:27])[C:15]2[N:20]([CH3:21])[N:19]=[C:18]([CH:22]3[CH2:26][CH2:25][CH2:24][CH2:23]3)[C:16]=2[N:17]=1.